This data is from Reaction yield outcomes from USPTO patents with 853,638 reactions. The task is: Predict the reaction yield, written as a fraction of the theoretical maximum amount of product (1.0 means a 100% yield; for example, 0.34 means a 34% yield). (1) The reactants are [Br:1][C:2]1[C:3]([NH:16][C@H:17]2[CH2:22][CH2:21][C@H:20]([O:23][CH3:24])[CH2:19][CH2:18]2)=[N:4][C:5]([N:9]2C(C)=CC=C2C)=[N:6][C:7]=1[CH3:8].Cl.NO.C(O)C. The yield is 0.890. The catalyst is O. The product is [Br:1][C:2]1[C:3]([NH:16][C@H:17]2[CH2:22][CH2:21][C@H:20]([O:23][CH3:24])[CH2:19][CH2:18]2)=[N:4][C:5]([NH2:9])=[N:6][C:7]=1[CH3:8]. (2) The reactants are [NH2:1][CH2:2][C:3]1([OH:6])[CH2:5][CH2:4]1.[CH3:7][C:8]([CH3:13])([CH3:12])[CH2:9][CH:10]=O.[S-:14][C:15]#[N:16].[K+].II. The catalyst is C(#N)C. The product is [C:8]([C:9]1[S:14][C:15](=[NH:16])[N:1]([CH2:2][C:3]2([OH:6])[CH2:5][CH2:4]2)[CH:10]=1)([CH3:13])([CH3:12])[CH3:7]. The yield is 0.950.